From a dataset of TCR-epitope binding with 47,182 pairs between 192 epitopes and 23,139 TCRs. Binary Classification. Given a T-cell receptor sequence (or CDR3 region) and an epitope sequence, predict whether binding occurs between them. The epitope is YFPLQSYGF. The TCR CDR3 sequence is CASSYLSTNEQFF. Result: 1 (the TCR binds to the epitope).